From a dataset of Reaction yield outcomes from USPTO patents with 853,638 reactions. Predict the reaction yield, written as a fraction of the theoretical maximum amount of product (1.0 means a 100% yield; for example, 0.34 means a 34% yield). (1) The reactants are [CH3:1][C:2]1[CH:3]=[C:4]([C:8]2[N:9]=[C:10]([C:20]3[CH:25]=[CH:24][C:23]([S:26][CH3:27])=[CH:22][CH:21]=3)[S:11][C:12]=2[C:13]2[CH:18]=[CH:17][N:16]=[C:15]([CH3:19])[CH:14]=2)[CH:5]=[CH:6][CH:7]=1.S(OOS([O-])(=O)=O)([O-])(=O)=[O:29].[K+].[K+].C(=O)([O-])O.[Na+]. The catalyst is C(O)(=O)C.O. The product is [CH3:1][C:2]1[CH:3]=[C:4]([C:8]2[N:9]=[C:10]([C:20]3[CH:25]=[CH:24][C:23]([S:26]([CH3:27])=[O:29])=[CH:22][CH:21]=3)[S:11][C:12]=2[C:13]2[CH:18]=[CH:17][N:16]=[C:15]([CH3:19])[CH:14]=2)[CH:5]=[CH:6][CH:7]=1. The yield is 0.260. (2) The reactants are C(N1C2C(=CC(S(N)(=O)=O)=CC=2)CC1)C.[C:16]([N:19]1[C:27]2[C:22](=[CH:23][CH:24]=[C:25]([S:28]([NH2:31])(=[O:30])=[O:29])[CH:26]=2)[CH2:21][CH2:20]1)(=O)[CH3:17]. No catalyst specified. The product is [CH2:16]([N:19]1[C:27]2[C:22](=[CH:23][CH:24]=[C:25]([S:28]([NH2:31])(=[O:29])=[O:30])[CH:26]=2)[CH2:21][CH2:20]1)[CH3:17]. The yield is 0.270. (3) The reactants are [F:1][C:2]1[CH:3]=[CH:4][C:5]([O:31][CH3:32])=[C:6]([C:8]2[CH:13]=[CH:12][N:11]=[CH:10][C:9]=2[NH:14][C:15](=[O:30])[C:16]2[CH:21]=[C:20]([C:22]([F:25])([F:24])[F:23])[CH:19]=[C:18]([S:26]([CH3:29])(=[O:28])=[O:27])[CH:17]=2)[CH:7]=1.CC(C)([O-])C.[K+].Br[CH2:40][C:41]([O:43][CH3:44])=[O:42]. The catalyst is C1COCC1. The product is [CH3:44][O:43][C:41](=[O:42])[CH2:40][N:14]([C:9]1[CH:10]=[N:11][CH:12]=[CH:13][C:8]=1[C:6]1[CH:7]=[C:2]([F:1])[CH:3]=[CH:4][C:5]=1[O:31][CH3:32])[C:15](=[O:30])[C:16]1[CH:21]=[C:20]([C:22]([F:25])([F:23])[F:24])[CH:19]=[C:18]([S:26]([CH3:29])(=[O:28])=[O:27])[CH:17]=1. The yield is 0.140. (4) The reactants are C1(P(C2C=CC=CC=2)C2C=CC=CC=2)C=CC=CC=1.BrN1C(=O)CCC1=O.[Cl:28][C:29]1[CH:30]=[C:31]([CH:39]([CH2:43][CH:44]2[CH2:48][CH2:47][CH2:46][CH2:45]2)[C:40]([OH:42])=O)[CH:32]=[CH:33][C:34]=1[S:35]([CH3:38])(=[O:37])=[O:36].[NH2:49][C:50]1[S:51][C:52]2[CH:58]=[CH:57][CH:56]=[CH:55][C:53]=2[N:54]=1.N1C=CC=CC=1. The catalyst is C(Cl)Cl.O. The product is [S:51]1[C:52]2[CH:58]=[CH:57][CH:56]=[CH:55][C:53]=2[N:54]=[C:50]1[NH:49][C:40](=[O:42])[CH:39]([C:31]1[CH:32]=[CH:33][C:34]([S:35]([CH3:38])(=[O:36])=[O:37])=[C:29]([Cl:28])[CH:30]=1)[CH2:43][CH:44]1[CH2:48][CH2:47][CH2:46][CH2:45]1. The yield is 0.770. (5) The reactants are [OH:1][C:2]1[CH:11]=[CH:10][C:5]2[C:6](=[O:9])[CH2:7][O:8][C:4]=2[C:3]=1[CH2:12][N:13]1[CH2:18][CH2:17][N:16]([C:19]([O:21][C:22]([CH3:25])([CH3:24])[CH3:23])=[O:20])[CH2:15][CH2:14]1.[Cl:26][C:27]1[CH:32]=[C:31]([Cl:33])[CH:30]=[CH:29][C:28]=1[S:34]([N:37]1[C:45]2[C:40](=[CH:41][CH:42]=[CH:43][CH:44]=2)[C:39]([CH:46]=O)=[CH:38]1)(=[O:36])=[O:35].N1CCCCC1. The catalyst is CO. The product is [Cl:26][C:27]1[CH:32]=[C:31]([Cl:33])[CH:30]=[CH:29][C:28]=1[S:34]([N:37]1[C:45]2[C:40](=[CH:41][CH:42]=[CH:43][CH:44]=2)[C:39](/[CH:46]=[C:7]2\[O:8][C:4]3[C:3]([CH2:12][N:13]4[CH2:14][CH2:15][N:16]([C:19]([O:21][C:22]([CH3:25])([CH3:24])[CH3:23])=[O:20])[CH2:17][CH2:18]4)=[C:2]([OH:1])[CH:11]=[CH:10][C:5]=3[C:6]\2=[O:9])=[CH:38]1)(=[O:36])=[O:35]. The yield is 0.740. (6) The reactants are [N:1]1([C:7]2[CH:16]=[CH:15][CH:14]=[C:13]3[C:8]=2[C:9]([NH2:18])=[N:10][C:11]([NH2:17])=[N:12]3)[CH2:6][CH2:5][NH:4][CH2:3][CH2:2]1.[F:19][C:20]1[C:28]([F:29])=[CH:27][CH:26]=[CH:25][C:21]=1[C:22](Cl)=[O:23]. No catalyst specified. The product is [NH2:17][C:11]1[N:10]=[C:9]([NH2:18])[C:8]2[C:13](=[CH:14][CH:15]=[CH:16][C:7]=2[N:1]2[CH2:6][CH2:5][N:4]([C:22]([C:21]3[CH:25]=[CH:26][CH:27]=[C:28]([F:29])[C:20]=3[F:19])=[O:23])[CH2:3][CH2:2]2)[N:12]=1. The yield is 0.360.